This data is from Full USPTO retrosynthesis dataset with 1.9M reactions from patents (1976-2016). The task is: Predict the reactants needed to synthesize the given product. (1) Given the product [CH:1]1([CH2:6][CH2:7][C:8]([N:10]([CH2:25][C:26]2[CH:27]=[CH:28][C:29]([C:32]#[C:33][C:34]3[CH:39]=[CH:38][C:37]([F:40])=[CH:36][CH:35]=3)=[CH:30][CH:31]=2)[CH:11]2[C:20]3[CH:19]=[C:18]([C:21]([OH:23])=[O:22])[CH:17]=[CH:16][C:15]=3[CH2:14][CH2:13][CH2:12]2)=[O:9])[CH2:2][CH2:3][CH2:4][CH2:5]1, predict the reactants needed to synthesize it. The reactants are: [CH:1]1([CH2:6][CH2:7][C:8]([N:10]([CH2:25][C:26]2[CH:31]=[CH:30][C:29]([C:32]#[C:33][C:34]3[CH:39]=[CH:38][C:37]([F:40])=[CH:36][CH:35]=3)=[CH:28][CH:27]=2)[CH:11]2[C:20]3[CH:19]=[C:18]([C:21]([O:23]C)=[O:22])[CH:17]=[CH:16][C:15]=3[CH2:14][CH2:13][CH2:12]2)=[O:9])[CH2:5][CH2:4][CH2:3][CH2:2]1.[Li+].[OH-]. (2) Given the product [NH2:1][CH:2]1[CH2:7][CH2:6][N:5]([C:9]2[S:10][C:11]([C:15]([O:17][CH2:18][CH3:19])=[O:16])=[C:12]([CH3:14])[N:13]=2)[CH2:4][CH2:3]1, predict the reactants needed to synthesize it. The reactants are: [NH2:1][CH:2]1[CH2:7][CH2:6][NH:5][CH2:4][CH2:3]1.Br[C:9]1[S:10][C:11]([C:15]([O:17][CH2:18][CH3:19])=[O:16])=[C:12]([CH3:14])[N:13]=1.C(N(C(C)C)CC)(C)C. (3) Given the product [Cl:8][C:9]1[CH:10]=[CH:11][C:12]([CH3:30])=[C:13]([C@H:15]([O:29][CH2:32][C:33]([O:35][CH2:36][CH3:37])=[O:34])[C@@H:16]2[CH2:21][CH2:20][CH2:19][N:18]([C:22]([O:24][C:25]([CH3:26])([CH3:27])[CH3:28])=[O:23])[CH2:17]2)[CH:14]=1, predict the reactants needed to synthesize it. The reactants are: [H-].[Na+].CN(C=O)C.[Cl:8][C:9]1[CH:10]=[CH:11][C:12]([CH3:30])=[C:13]([C@H:15]([OH:29])[C@@H:16]2[CH2:21][CH2:20][CH2:19][N:18]([C:22]([O:24][C:25]([CH3:28])([CH3:27])[CH3:26])=[O:23])[CH2:17]2)[CH:14]=1.Br[CH2:32][C:33]([O:35][CH2:36][CH3:37])=[O:34]. (4) The reactants are: [CH3:1][C:2]1([CH3:12])[CH2:11][CH2:10][C:9]2[C:4](=[CH:5][CH:6]=[CH:7][CH:8]=2)[O:3]1.[Cl:13][CH2:14][CH2:15][CH2:16][CH2:17][C:18](Cl)=[O:19]. Given the product [Cl:13][CH2:14][CH2:15][CH2:16][CH2:17][C:18]([C:7]1[CH:8]=[C:9]2[C:4](=[CH:5][CH:6]=1)[O:3][C:2]([CH3:12])([CH3:1])[CH2:11][CH2:10]2)=[O:19], predict the reactants needed to synthesize it. (5) Given the product [NH2:8][C@@H:9]([CH3:12])[CH2:10][O:11][C:14]1[CH:23]=[CH:22][C:17]([C:18]([O:20][CH3:21])=[O:19])=[CH:16][CH:15]=1, predict the reactants needed to synthesize it. The reactants are: C(OC([NH:8][C@@H:9]([CH3:12])[CH2:10][OH:11])=O)(C)(C)C.O[C:14]1[CH:23]=[CH:22][C:17]([C:18]([O:20][CH3:21])=[O:19])=[CH:16][CH:15]=1.C1C=CC(P(C2C=CC=CC=2)C2C=CC=CC=2)=CC=1.N(C(OC(C)C)=O)=NC(OC(C)C)=O.